Dataset: Reaction yield outcomes from USPTO patents with 853,638 reactions. Task: Predict the reaction yield, written as a fraction of the theoretical maximum amount of product (1.0 means a 100% yield; for example, 0.34 means a 34% yield). The reactants are [O:1]=[C:2]1[CH2:7][CH2:6][N:5]([C:8]([O:10][C:11]([CH3:14])([CH3:13])[CH3:12])=[O:9])[CH2:4][CH2:3]1.CO. No catalyst specified. The product is [OH:1][CH:2]1[CH2:3][CH2:4][N:5]([C:8]([O:10][C:11]([CH3:14])([CH3:13])[CH3:12])=[O:9])[CH2:6][CH2:7]1. The yield is 0.990.